The task is: Predict the reactants needed to synthesize the given product.. This data is from Full USPTO retrosynthesis dataset with 1.9M reactions from patents (1976-2016). (1) Given the product [CH3:19][C:20]1[CH:27]=[CH:26][CH:25]=[C:24]([CH3:28])[C:21]=1[CH2:22][O:1][C:2]1[CH:3]=[C:4]([C:10](=[O:12])[CH3:11])[CH:5]=[CH:6][C:7]=1[O:8][CH3:9], predict the reactants needed to synthesize it. The reactants are: [OH:1][C:2]1[CH:3]=[C:4]([C:10](=[O:12])[CH3:11])[CH:5]=[CH:6][C:7]=1[O:8][CH3:9].C([O-])([O-])=O.[K+].[K+].[CH3:19][C:20]1[CH:27]=[CH:26][CH:25]=[C:24]([CH3:28])[C:21]=1[CH2:22]Cl. (2) Given the product [CH2:1]([C:3]1[CH:4]=[C:5]([S:12]([CH3:15])(=[O:14])=[O:13])[N:6]=[CH:7][C:8]=1[NH2:9])[CH3:2], predict the reactants needed to synthesize it. The reactants are: [CH2:1]([C:3]1[C:8]([N+:9]([O-])=O)=[CH:7][N:6]=[C:5]([S:12]([CH3:15])(=[O:14])=[O:13])[CH:4]=1)[CH3:2].[NH4+].[Cl-]. (3) Given the product [F:17][C:2]1([F:1])[O:6][C:5]2[CH:7]=[CH:8][C:9]([C:11]3([C:14]([NH:42][C@H:43]4[CH2:48][C@@H:47]([C:49]5[CH:50]=[CH:51][CH:52]=[CH:53][CH:54]=5)[O:46][C@@H:45]([C:55]5[CH:56]=[CH:57][C:58]([C:59]([O:61][CH3:62])=[O:60])=[CH:63][CH:64]=5)[CH2:44]4)=[O:16])[CH2:12][CH2:13]3)=[CH:10][C:4]=2[O:3]1, predict the reactants needed to synthesize it. The reactants are: [F:1][C:2]1([F:17])[O:6][C:5]2[CH:7]=[CH:8][C:9]([C:11]3([C:14]([OH:16])=O)[CH2:13][CH2:12]3)=[CH:10][C:4]=2[O:3]1.F[P-](F)(F)(F)(F)F.CN(C(N(C)C)=[N+]1C2C(=NC=CC=2)[N+]([O-])=N1)C.[NH2:42][C@H:43]1[CH2:48][C@@H:47]([C:49]2[CH:54]=[CH:53][CH:52]=[CH:51][CH:50]=2)[O:46][C@@H:45]([C:55]2[CH:64]=[CH:63][C:58]([C:59]([O:61][CH3:62])=[O:60])=[CH:57][CH:56]=2)[CH2:44]1.C(N(C(C)C)C(C)C)C. (4) Given the product [CH2:1]([O:8][C@@H:9]1[C@@H:15]([O:16][CH2:17][C:18]2[CH:23]=[CH:22][CH:21]=[CH:20][CH:19]=2)[C@H:14]([O:24][CH2:25][C:26]2[CH:31]=[CH:30][CH:29]=[CH:28][CH:27]=2)[C@@H:13]([CH2:32][O:33][CH2:34][C:35]2[CH:40]=[CH:39][CH:38]=[CH:37][CH:36]=2)[O:12][CH:10]1[F:52])[C:2]1[CH:7]=[CH:6][CH:5]=[CH:4][CH:3]=1, predict the reactants needed to synthesize it. The reactants are: [CH2:1]([O:8][C@@H:9]1[C@@H:15]([O:16][CH2:17][C:18]2[CH:23]=[CH:22][CH:21]=[CH:20][CH:19]=2)[C@H:14]([O:24][CH2:25][C:26]2[CH:31]=[CH:30][CH:29]=[CH:28][CH:27]=2)[C@@H:13]([CH2:32][O:33][CH2:34][C:35]2[CH:40]=[CH:39][CH:38]=[CH:37][CH:36]=2)[O:12][CH:10]1O)[C:2]1[CH:7]=[CH:6][CH:5]=[CH:4][CH:3]=1.C1CCN2C(=NCCC2)CC1.[F:52][B-](F)(F)F. (5) Given the product [Cl:19][CH2:20][CH2:21][C:22]([NH:8][C:7]1[C:3]([Cl:2])=[N:4][NH:5][CH:6]=1)=[O:23], predict the reactants needed to synthesize it. The reactants are: Cl.[Cl:2][C:3]1[C:7]([NH2:8])=[CH:6][NH:5][N:4]=1.O1CCCC1.C(=O)(O)[O-].[Na+].[Cl:19][CH2:20][CH2:21][C:22](Cl)=[O:23]. (6) Given the product [F:1][C:2]1[C:3]([N:11]2[N:15]=[CH:14][CH:13]=[N:12]2)=[C:4]([C:5]([N:37]2[C@H:32]([CH3:31])[CH2:33][CH2:34][C@@H:35]([O:38][C:39]3[C:44]([O:60][CH3:59])=[C:43]([C:45]#[N:46])[CH:42]=[CH:41][N:40]=3)[CH2:36]2)=[O:7])[CH:8]=[CH:9][CH:10]=1, predict the reactants needed to synthesize it. The reactants are: [F:1][C:2]1[C:3]([N:11]2[N:15]=[CH:14][CH:13]=[N:12]2)=[C:4]([CH:8]=[CH:9][CH:10]=1)[C:5]([OH:7])=O.ON1C2N=CC=CC=2N=N1.C(Cl)CCl.Cl.[CH3:31][C@H:32]1[NH:37][CH2:36][C@H:35]([O:38][C:39]2[CH:44]=[C:43]([C:45]#[N:46])[CH:42]=[CH:41][N:40]=2)[CH2:34][CH2:33]1.CCN(C(C)C)C(C)C.CN([CH:59]=[O:60])C. (7) Given the product [C:23]([O:27][C:28]([N:9]1[CH2:8][C:7]2[CH:13]=[C:3]([Br:2])[CH:4]=[CH:5][C:6]=2[O:12][CH2:11][CH2:10]1)=[O:29])([CH3:26])([CH3:25])[CH3:24], predict the reactants needed to synthesize it. The reactants are: Cl.[Br:2][C:3]1[CH:4]=[CH:5][C:6]2[O:12][CH2:11][CH2:10][NH:9][CH2:8][C:7]=2[CH:13]=1.C(N(C(C)C)CC)(C)C.[C:23]([O:27][C:28](O[C:28]([O:27][C:23]([CH3:26])([CH3:25])[CH3:24])=[O:29])=[O:29])([CH3:26])([CH3:25])[CH3:24].